From a dataset of Forward reaction prediction with 1.9M reactions from USPTO patents (1976-2016). Predict the product of the given reaction. (1) Given the reactants C1COCC1.II.[Cl:8][C:9]1[CH:14]=[CH:13][C:12]([NH:15][C:16](=[S:25])[CH2:17][CH2:18][CH:19]2[CH2:24][CH2:23][CH2:22][CH:21]=[CH:20]2)=[CH:11][CH:10]=1, predict the reaction product. The product is: [Cl:8][C:9]1[CH:10]=[CH:11][C:12]([N:15]=[C:16]2[CH2:17][CH2:18][CH:19]3[CH:24]([CH:23]=[CH:22][CH2:21][CH2:20]3)[S:25]2)=[CH:13][CH:14]=1. (2) Given the reactants [Na].[Cl:2][C:3]1[C:11]2[N:7]([C:8]([C:15]3([OH:19])[CH2:18][O:17][CH2:16]3)=[CH:9][C:10]=2[C:12]([OH:14])=O)[CH:6]=[CH:5][CH:4]=1.[F:20][C:21]1([F:29])[CH2:26][CH2:25][CH:24]([CH2:27][NH2:28])[CH2:23][CH2:22]1.Cl.CN(C)CCCN=C=NCC.N1(O)C2C=CC=CC=2N=N1.C(N(C(C)C)C(C)C)C, predict the reaction product. The product is: [F:20][C:21]1([F:29])[CH2:26][CH2:25][CH:24]([CH2:27][NH:28][C:12]([C:10]2[CH:9]=[C:8]([C:15]3([OH:19])[CH2:18][O:17][CH2:16]3)[N:7]3[C:11]=2[C:3]([Cl:2])=[CH:4][CH:5]=[CH:6]3)=[O:14])[CH2:23][CH2:22]1. (3) Given the reactants [OH:1][C:2]1[C:3]2[N:4]([C:9]([C:13]([O:15][CH2:16][CH3:17])=[O:14])=[C:10]([CH3:12])[N:11]=2)[CH:5]=[C:6]([CH3:8])[CH:7]=1.[F:18][C:19]1[CH:24]=[CH:23][CH:22]=[C:21]([F:25])[C:20]=1[CH:26](O)[CH3:27].N(C(OC(C)C)=O)=NC(OC(C)C)=O.C1(P(C2C=CC=CC=2)C2C=CC=CC=2)C=CC=CC=1, predict the reaction product. The product is: [F:18][C:19]1[CH:24]=[CH:23][CH:22]=[C:21]([F:25])[C:20]=1[CH:26]([O:1][C:2]1[C:3]2[N:4]([C:9]([C:13]([O:15][CH2:16][CH3:17])=[O:14])=[C:10]([CH3:12])[N:11]=2)[CH:5]=[C:6]([CH3:8])[CH:7]=1)[CH3:27]. (4) Given the reactants [C:1]([O:5][C:6]([NH:8][CH2:9][CH:10]1[CH2:19][CH2:18][C:17]2[C:12](=[CH:13][CH:14]=[C:15]([C:20](OC)=[O:21])[CH:16]=2)[CH2:11]1)=[O:7])([CH3:4])([CH3:3])[CH3:2].CCCCCC.CO, predict the reaction product. The product is: [C:1]([O:5][C:6]([NH:8][CH2:9][CH:10]1[CH2:19][CH2:18][C:17]2[C:12](=[CH:13][CH:14]=[C:15]([CH2:20][OH:21])[CH:16]=2)[CH2:11]1)=[O:7])([CH3:4])([CH3:2])[CH3:3]. (5) Given the reactants C(O[C:4](=[N:6][C:7](=O)[C:8]1[CH:13]=[C:12]([O:14][CH3:15])[CH:11]=[C:10]([O:16][CH3:17])[CH:9]=1)[CH3:5])C.[NH:19]([C:21]1[N:26]=[CH:25][C:24]([S:27]([NH2:30])(=[O:29])=[O:28])=[CH:23][CH:22]=1)[NH2:20].O, predict the reaction product. The product is: [CH3:15][O:14][C:12]1[CH:13]=[C:8]([C:7]2[N:19]([C:21]3[N:26]=[CH:25][C:24]([S:27]([NH2:30])(=[O:29])=[O:28])=[CH:23][CH:22]=3)[N:20]=[C:4]([CH3:5])[N:6]=2)[CH:9]=[C:10]([O:16][CH3:17])[CH:11]=1.